Dataset: Full USPTO retrosynthesis dataset with 1.9M reactions from patents (1976-2016). Task: Predict the reactants needed to synthesize the given product. (1) Given the product [F:23][C:20]([F:21])([F:22])[C:14]1[N:11]2[CH2:12][CH2:13][NH:8][CH2:9][C:10]2=[C:16]([C:17](=[O:19])[CH3:18])[N:15]=1, predict the reactants needed to synthesize it. The reactants are: C(OC([N:8]1[CH2:13][CH2:12][N:11]2[C:14]([C:20]([F:23])([F:22])[F:21])=[N:15][C:16]([C:17](=[O:19])[CH3:18])=[C:10]2[CH2:9]1)=O)(C)(C)C.Cl. (2) Given the product [O:18]1[CH2:23][CH2:22][CH2:21][CH2:20][CH:19]1[CH2:24][NH:25][C:15]([C:12]1[CH:11]=[C:10]([CH2:9][O:8][CH2:1][C:2]2[CH:3]=[CH:4][CH:5]=[CH:6][CH:7]=2)[O:14][N:13]=1)=[O:17], predict the reactants needed to synthesize it. The reactants are: [CH2:1]([O:8][CH2:9][C:10]1[O:14][N:13]=[C:12]([C:15]([OH:17])=O)[CH:11]=1)[C:2]1[CH:7]=[CH:6][CH:5]=[CH:4][CH:3]=1.[O:18]1[CH2:23][CH2:22][CH2:21][CH2:20][CH:19]1[CH2:24][NH2:25].ON1C2C=CC=CC=2N=N1.Cl.C(N=C=NCCCN(C)C)C. (3) Given the product [CH3:15][O:14][C:13]1[CH:12]=[C:11]2[C:7]([C:8](=[O:16])[CH2:9][CH2:10]2)=[CH:6][C:5]=1[C:3]([OH:4])=[O:2], predict the reactants needed to synthesize it. The reactants are: C[O:2][C:3]([C:5]1[CH:6]=[C:7]2[C:11](=[CH:12][C:13]=1[O:14][CH3:15])[CH2:10][CH2:9][C:8]2=[O:16])=[O:4].O[Li].O.